This data is from Catalyst prediction with 721,799 reactions and 888 catalyst types from USPTO. The task is: Predict which catalyst facilitates the given reaction. (1) Reactant: [N+:1]([C:4]1[CH:13]=[C:12]2[C:7]([CH2:8][CH2:9][NH:10][C:11]2=[O:14])=[CH:6][CH:5]=1)([O-:3])=[O:2].I[C:16]1[CH:17]=[N:18][CH:19]=[CH:20][C:21]=1[CH3:22].P([O-])([O-])([O-])=O.[K+].[K+].[K+]. Product: [CH3:22][C:21]1[CH:20]=[CH:19][N:18]=[CH:17][C:16]=1[N:10]1[CH:9]=[CH:8][C:7]2[C:12](=[CH:13][C:4]([N+:1]([O-:3])=[O:2])=[CH:5][CH:6]=2)[C:11]1=[O:14]. The catalyst class is: 246. (2) Reactant: [Br:1][C:2]1[CH:3]=[C:4]([CH:11]=[C:12]([Br:14])[CH:13]=1)[O:5][CH2:6][CH2:7][CH2:8][CH2:9][NH2:10].[C:15](O[C:15]([O:17][C:18]([CH3:21])([CH3:20])[CH3:19])=[O:16])([O:17][C:18]([CH3:21])([CH3:20])[CH3:19])=[O:16]. Product: [Br:1][C:2]1[CH:3]=[C:4]([CH:11]=[C:12]([Br:14])[CH:13]=1)[O:5][CH2:6][CH2:7][CH2:8][CH2:9][NH:10][C:15](=[O:16])[O:17][C:18]([CH3:21])([CH3:20])[CH3:19]. The catalyst class is: 1. (3) Reactant: Cl[C:2]1[N:7]=[N:6][C:5]([C:8]2[CH2:13][CH2:12][N:11]([C:14]([O:16][C:17]([CH3:20])([CH3:19])[CH3:18])=[O:15])[CH2:10][CH:9]=2)=[CH:4][CH:3]=1.O.[NH2:22][NH2:23]. Product: [NH:22]([C:2]1[N:7]=[N:6][C:5]([C:8]2[CH2:13][CH2:12][N:11]([C:14]([O:16][C:17]([CH3:20])([CH3:19])[CH3:18])=[O:15])[CH2:10][CH:9]=2)=[CH:4][CH:3]=1)[NH2:23]. The catalyst class is: 10. (4) Reactant: Br[C:2]1[CH:10]=[CH:9][CH:8]=[C:7]2[C:3]=1[CH:4]=[N:5][N:6]2S(C1C=CC=CC=1)(=O)=O.[CH3:20][CH:21]([N:23]1[C:27]([C:28]([NH:30][C:31]2[CH:39]=[C:38]([Sn](C)(C)C)[CH:37]=[C:36]3[C:32]=2[CH:33]=[N:34][N:35]3S(C2C=CC=CC=2)(=O)=O)=[O:29])=[CH:26][CH:25]=[N:24]1)[CH3:22].C1(S)C=CC=CC=1. Product: [NH:6]1[C:7]2[CH:8]=[CH:9][CH:10]=[C:2]([C:38]3[CH:37]=[C:36]4[C:32]([CH:33]=[N:34][NH:35]4)=[C:31]([NH:30][C:28]([C:27]4[N:23]([CH:21]([CH3:20])[CH3:22])[N:24]=[CH:25][CH:26]=4)=[O:29])[CH:39]=3)[C:3]=2[CH:4]=[N:5]1. The catalyst class is: 3. (5) Reactant: [K].C([O:9][C:10]1[CH:15]=[C:14]([CH2:16][CH:17]([CH3:26])[C:18](=[O:25])[C:19]2[CH:24]=[CH:23][CH:22]=[CH:21][CH:20]=2)[CH:13]=[CH:12][C:11]=1[N:27]1[S:31](=[O:33])(=[O:32])[NH:30][C:29](=[O:34])[CH2:28]1)C1C=CC=CC=1. Product: [OH:9][C:10]1[CH:15]=[C:14]([CH2:16][CH:17]([CH3:26])[C:18](=[O:25])[C:19]2[CH:20]=[CH:21][CH:22]=[CH:23][CH:24]=2)[CH:13]=[CH:12][C:11]=1[N:27]1[S:31](=[O:33])(=[O:32])[NH:30][C:29](=[O:34])[CH2:28]1. The catalyst class is: 748.